Predict the product of the given reaction. From a dataset of Forward reaction prediction with 1.9M reactions from USPTO patents (1976-2016). (1) Given the reactants [CH3:1][C:2]1[CH:7]=[CH:6][CH:5]=[C:4]([CH3:8])[C:3]=1[C:9]#[C:10][C:11]1[CH:20]=[CH:19][C:14]([C:15]([O:17][CH3:18])=[O:16])=[CH:13][C:12]=1[NH:21]C(=O)C(F)(F)F.C1(P(C2C=CC=CC=2)C2C=CC=CC=2)C=CC=CC=1.[O-]P([O-])([O-])=O.[K+].[K+].[K+], predict the reaction product. The product is: [CH3:1][C:2]1[CH:7]=[CH:6][CH:5]=[C:4]([CH3:8])[C:3]=1[C:9]1[NH:21][C:12]2[C:11]([CH:10]=1)=[CH:20][CH:19]=[C:14]([C:15]([O:17][CH3:18])=[O:16])[CH:13]=2. (2) Given the reactants [Cl:1][C:2]1[CH:3]=[CH:4][C:5]([O:11][C:12]2[CH:17]=[CH:16][C:15]([N+:18]([O-])=O)=[CH:14][C:13]=2[Cl:21])=[C:6]2[C:10]=1[NH:9][N:8]=[CH:7]2.C(O)C.[Cl-].[Ca+2].[Cl-], predict the reaction product. The product is: [Cl:21][C:13]1[CH:14]=[C:15]([CH:16]=[CH:17][C:12]=1[O:11][C:5]1[CH:4]=[CH:3][C:2]([Cl:1])=[C:10]2[C:6]=1[CH:7]=[N:8][NH:9]2)[NH2:18]. (3) Given the reactants [CH2:1]([N:3]1[CH:11]=[C:10]2[C:5]([CH:6]=[C:7]([C:13]([O:15][CH3:16])=[O:14])[CH:8]=[C:9]2[OH:12])=[N:4]1)[CH3:2].[N:17]1([C:21]([C:23]2[CH:28]=[N:27][C:26](Cl)=[CH:25][N:24]=2)=[O:22])[CH2:20][CH2:19][CH2:18]1, predict the reaction product. The product is: [N:17]1([C:21]([C:23]2[N:24]=[CH:25][C:26]([O:12][C:9]3[C:10]4[C:5]([CH:6]=[C:7]([C:13]([O:15][CH3:16])=[O:14])[CH:8]=3)=[N:4][N:3]([CH2:1][CH3:2])[CH:11]=4)=[N:27][CH:28]=2)=[O:22])[CH2:20][CH2:19][CH2:18]1. (4) The product is: [Cl:17][CH2:16][CH:18]([OH:20])[CH2:19][N:1]1[CH2:5][CH2:4][CH2:3][C:2]1=[O:6]. Given the reactants [NH:1]1[CH2:5][CH2:4][CH2:3][C:2]1=[O:6].C([Li])CCC.B(F)(F)F.[CH2:16]([CH:18]1[O:20][CH2:19]1)[Cl:17], predict the reaction product. (5) The product is: [N:8]1([C:6]([O:5][C:2]([CH3:1])([CH3:3])[CH3:4])=[O:7])[CH2:13][CH:12]=[CH:11][CH2:10][C@H:9]1[C:14]([O:16][CH3:17])=[O:15]. Given the reactants [CH3:1][C:2]([O:5][C:6]([N:8]1[CH2:13][CH:12]=[CH:11][CH2:10][C@H:9]1[C:14]([OH:16])=[O:15])=[O:7])([CH3:4])[CH3:3].[CH3:17]CN(C(C)C)C(C)C.CN(C(ON1N=NC2C=CC=CC1=2)=[N+](C)C)C.[B-](F)(F)(F)F.CO, predict the reaction product.